From a dataset of Catalyst prediction with 721,799 reactions and 888 catalyst types from USPTO. Predict which catalyst facilitates the given reaction. (1) Reactant: [CH3:1][C:2]1[C:10]2[C:5](=[CH:6][CH:7]=[C:8]([NH2:11])[CH:9]=2)[NH:4][N:3]=1.[Cl:12][C:13]1[CH:18]=[CH:17][C:16]([CH:19]2[CH2:24][C:23](=[O:25])[NH:22][C:21]([CH3:26])=[C:20]2[C:27](O)=[O:28])=[CH:15][CH:14]=1.C(Cl)CCl.CCN(CC)CC. Product: [Cl:12][C:13]1[CH:14]=[CH:15][C:16]([CH:19]2[CH2:24][C:23](=[O:25])[NH:22][C:21]([CH3:26])=[C:20]2[C:27]([NH:11][C:8]2[CH:9]=[C:10]3[C:5](=[CH:6][CH:7]=2)[NH:4][N:3]=[C:2]3[CH3:1])=[O:28])=[CH:17][CH:18]=1. The catalyst class is: 861. (2) Reactant: [NH:1]1[C:9]2[C:4](=[CH:5][CH:6]=[CH:7][CH:8]=2)[C:3](/[CH:10]=[CH:11]/[C:12]2[CH:20]=[CH:19][C:15]([C:16]([OH:18])=O)=[CH:14][CH:13]=2)=[N:2]1.C(OC([NH:28][CH:29]1[CH2:34][CH2:33][NH:32][CH2:31][CH2:30]1)=O)(C)(C)C.O.ON1C2C=CC=CC=2N=N1.Cl.C(N=C=NCCCN(C)C)C.CN1CCOCC1.Cl.CO. Product: [NH:1]1[C:9]2[C:4](=[CH:5][CH:6]=[CH:7][CH:8]=2)[C:3](/[CH:10]=[CH:11]/[C:12]2[CH:13]=[CH:14][C:15]([C:16]([N:32]3[CH2:33][CH2:34][CH:29]([NH2:28])[CH2:30][CH2:31]3)=[O:18])=[CH:19][CH:20]=2)=[N:2]1. The catalyst class is: 5. (3) Reactant: [OH:1][C@H:2]1[CH2:6][CH2:5][C@H:4]([NH:7][C:8]2[C:13]([C:14]#[N:15])=[CH:12][N:11]=[C:10]([S:16][CH3:17])[N:9]=2)[CH2:3]1.N1C=CN=C1.[Si:23](Cl)([C:26]([CH3:29])([CH3:28])[CH3:27])([CH3:25])[CH3:24]. Product: [C:26]([Si:23]([CH3:25])([CH3:24])[O:1][C@H:2]1[CH2:6][CH2:5][C@H:4]([NH:7][C:8]2[C:13]([C:14]#[N:15])=[CH:12][N:11]=[C:10]([S:16][CH3:17])[N:9]=2)[CH2:3]1)([CH3:29])([CH3:28])[CH3:27]. The catalyst class is: 3. (4) Reactant: [F:1][C:2]([CH3:18])([CH3:17])[CH2:3][NH:4][C@H:5]([CH3:16])[CH2:6][C:7]1[C:15]2[C:10](=[CH:11][CH:12]=[CH:13][CH:14]=2)[NH:9][CH:8]=1.[F:19][C:20]1[CH:21]=[C:22]([CH:30]=[C:31]([F:35])[C:32]=1[CH:33]=O)[O:23][CH2:24][CH2:25][O:26][C:27](=[O:29])[CH3:28].C(O)(=O)C. Product: [C:27]([O:26][CH2:25][CH2:24][O:23][C:22]1[CH:30]=[C:31]([F:35])[C:32]([C@@H:33]2[C:8]3[NH:9][C:10]4[C:15]([C:7]=3[CH2:6][C@@H:5]([CH3:16])[N:4]2[CH2:3][C:2]([F:1])([CH3:17])[CH3:18])=[CH:14][CH:13]=[CH:12][CH:11]=4)=[C:20]([F:19])[CH:21]=1)(=[O:29])[CH3:28]. The catalyst class is: 11. (5) Reactant: [CH:1]1([CH2:4][CH2:5][OH:6])[CH2:3][CH2:2]1.CC(C)([O-])C.[Na+].Cl[C:14]1[N:22]=[C:21]2[C:17]([N:18]=[CH:19][N:20]2[CH:23]2[CH2:28][CH2:27][CH2:26][CH2:25][O:24]2)=[C:16]([NH2:29])[N:15]=1. Product: [CH:1]1([CH2:4][CH2:5][O:6][C:14]2[N:22]=[C:21]3[C:17]([N:18]=[CH:19][N:20]3[CH:23]3[CH2:28][CH2:27][CH2:26][CH2:25][O:24]3)=[C:16]([NH2:29])[N:15]=2)[CH2:3][CH2:2]1. The catalyst class is: 57. (6) Reactant: [Cl:1][C:2]1[CH:18]=[CH:17][CH:16]=[C:15]([Cl:19])[C:3]=1[C:4]([NH:6][C:7]1[C:8]([C:12]([OH:14])=O)=[N:9][NH:10][CH:11]=1)=[O:5].[CH:20]([O:23][CH:24]1[CH2:29][CH2:28][CH:27]([NH2:30])[CH2:26][CH2:25]1)([CH3:22])[CH3:21].C(Cl)CCl.C1C=CC2N(O)N=NC=2C=1. Product: [CH:20]([O:23][C@H:24]1[CH2:29][CH2:28][C@H:27]([NH:30][C:12]([C:8]2[C:7]([NH:6][C:4](=[O:5])[C:3]3[C:15]([Cl:19])=[CH:16][CH:17]=[CH:18][C:2]=3[Cl:1])=[CH:11][NH:10][N:9]=2)=[O:14])[CH2:26][CH2:25]1)([CH3:22])[CH3:21]. The catalyst class is: 3.